This data is from Ames mutagenicity test results for genotoxicity prediction. The task is: Regression/Classification. Given a drug SMILES string, predict its toxicity properties. Task type varies by dataset: regression for continuous values (e.g., LD50, hERG inhibition percentage) or binary classification for toxic/non-toxic outcomes (e.g., AMES mutagenicity, cardiotoxicity, hepatotoxicity). Dataset: ames. The result is 0 (non-mutagenic). The compound is O=[N+]([O-])c1cccc(CBr)c1.